This data is from Peptide-MHC class I binding affinity with 185,985 pairs from IEDB/IMGT. The task is: Regression. Given a peptide amino acid sequence and an MHC pseudo amino acid sequence, predict their binding affinity value. This is MHC class I binding data. (1) The peptide sequence is GSGDDTWLI. The MHC is HLA-A02:16 with pseudo-sequence HLA-A02:16. The binding affinity (normalized) is 0.0847. (2) The peptide sequence is RPAFPAGTF. The MHC is HLA-A69:01 with pseudo-sequence HLA-A69:01. The binding affinity (normalized) is 0.0847. (3) The peptide sequence is YQRALHTSI. The MHC is HLA-A69:01 with pseudo-sequence HLA-A69:01. The binding affinity (normalized) is 0.0847. (4) The peptide sequence is FSTSAYLVSI. The MHC is H-2-Kb with pseudo-sequence H-2-Kb. The binding affinity (normalized) is 0.0554. (5) The peptide sequence is QPKKAAAAL. The MHC is HLA-B58:01 with pseudo-sequence HLA-B58:01. The binding affinity (normalized) is 0.0847. (6) The peptide sequence is FVGLSPTVWL. The MHC is HLA-A11:01 with pseudo-sequence HLA-A11:01. The binding affinity (normalized) is 0.